From a dataset of Full USPTO retrosynthesis dataset with 1.9M reactions from patents (1976-2016). Predict the reactants needed to synthesize the given product. (1) Given the product [F:7][C:8]1[CH:16]=[C:15]2[C:11]([C:12]([C:26]3[CH:27]=[N:28][N:29]([CH2:31][CH2:32][NH:33][CH3:34])[CH:30]=3)=[CH:13][NH:14]2)=[CH:10][CH:9]=1, predict the reactants needed to synthesize it. The reactants are: [H-].[H-].[H-].[H-].[Li+].[Al+3].[F:7][C:8]1[CH:16]=[C:15]2[C:11]([C:12]([C:26]3[CH:27]=[N:28][N:29]([CH2:31][CH2:32][NH:33][C:34](=O)OC(C)(C)C)[CH:30]=3)=[CH:13][N:14]2S(C2C=CC=CC=2)(=O)=O)=[CH:10][CH:9]=1.O.[OH-].[Na+]. (2) Given the product [O:11]1[C:10]2[CH:14]=[CH:15][C:7]([C:23]3([OH:26])[CH2:24][CH2:25][C:20]4([O:19][CH2:18][CH2:17][O:16]4)[CH2:21][CH2:22]3)=[CH:8][C:9]=2[O:13][CH2:12]1, predict the reactants needed to synthesize it. The reactants are: [Li]CCCC.Br[C:7]1[CH:15]=[CH:14][C:10]2[O:11][CH2:12][O:13][C:9]=2[CH:8]=1.[O:16]1[C:20]2([CH2:25][CH2:24][C:23](=[O:26])[CH2:22][CH2:21]2)[O:19][CH2:18][CH2:17]1. (3) Given the product [C:5]1([C:8]2[C:18]3[CH:19]=[CH:20][CH:21]=[CH:22][C:23]=3[O:29][C:28]=2[C:27]2[CH:4]=[CH:3][CH:2]=[CH:7][CH:25]=2)[CH:6]=[CH:7][CH:2]=[CH:3][CH:4]=1, predict the reactants needed to synthesize it. The reactants are: O[C:2]1[CH:7]=[CH:6][C:5]([C:8]2([C:18]3[CH:23]=[CH:22][C:21](O)=[CH:20][CH:19]=3)C3C=CC=CC=3C(=O)O2)=[CH:4][CH:3]=1.[CH2:25]([CH:27]1[O:29][CH2:28]1)Cl. (4) Given the product [N+:1]([C:4]1[CH:12]=[CH:11][C:10]([C:13]([NH2:23])=[O:14])=[C:9]2[C:5]=1[CH:6]=[C:7]([C:16]1[CH:21]=[CH:20][CH:19]=[CH:18][CH:17]=1)[NH:8]2)([O-:3])=[O:2], predict the reactants needed to synthesize it. The reactants are: [N+:1]([C:4]1[CH:12]=[CH:11][C:10]([C:13](O)=[O:14])=[C:9]2[C:5]=1[CH:6]=[C:7]([C:16]1[CH:21]=[CH:20][CH:19]=[CH:18][CH:17]=1)[NH:8]2)([O-:3])=[O:2].C[N:23]1CCOCC1.ClC(OCC(C)C)=O. (5) Given the product [Cl:3][C:4]1[CH:28]=[CH:27][CH:26]=[CH:25][C:5]=1[O:6][C:7]1[C:12]([C:13]([OH:15])=[O:14])=[CH:11][N:10]=[C:9]([C:18]2[CH:23]=[CH:22][CH:21]=[C:20]([F:24])[CH:19]=2)[CH:8]=1, predict the reactants needed to synthesize it. The reactants are: [OH-].[Li+].[Cl:3][C:4]1[CH:28]=[CH:27][CH:26]=[CH:25][C:5]=1[O:6][C:7]1[C:12]([C:13]([O:15]CC)=[O:14])=[CH:11][N:10]=[C:9]([C:18]2[CH:23]=[CH:22][CH:21]=[C:20]([F:24])[CH:19]=2)[CH:8]=1.Cl. (6) Given the product [Cl:3][C:4]1[CH:9]=[CH:8][C:7]([C:10]2[N:15]=[C:14]([C:16]([OH:18])=[O:17])[CH:13]=[CH:12][C:11]=2[C:21]2[C:26]([O:27][CH3:28])=[CH:25][CH:24]=[CH:23][C:22]=2[O:29][CH3:30])=[CH:6][C:5]=1[O:31][CH2:32][CH2:33][CH2:34][N:35]([CH3:37])[CH3:36], predict the reactants needed to synthesize it. The reactants are: [OH-].[K+].[Cl:3][C:4]1[CH:9]=[CH:8][C:7]([C:10]2[N:15]=[C:14]([C:16]([O:18]CC)=[O:17])[CH:13]=[CH:12][C:11]=2[C:21]2[C:26]([O:27][CH3:28])=[CH:25][CH:24]=[CH:23][C:22]=2[O:29][CH3:30])=[CH:6][C:5]=1[O:31][CH2:32][CH2:33][CH2:34][N:35]([CH3:37])[CH3:36].Cl.